This data is from CYP2C9 inhibition data for predicting drug metabolism from PubChem BioAssay. The task is: Regression/Classification. Given a drug SMILES string, predict its absorption, distribution, metabolism, or excretion properties. Task type varies by dataset: regression for continuous measurements (e.g., permeability, clearance, half-life) or binary classification for categorical outcomes (e.g., BBB penetration, CYP inhibition). Dataset: cyp2c9_veith. (1) The molecule is CSc1ccc(NC(=O)[C@H]2CCCC[C@@H]2C(=O)O)cc1. The result is 0 (non-inhibitor). (2) The drug is CCCCn1cnc2c(cnn2-c2ccc(F)cc2)c1=O. The result is 1 (inhibitor). (3) The compound is CS(=O)(=O)N1CCCC(C(=O)N2CCC3(CC2)OCCO3)C1. The result is 0 (non-inhibitor). (4) The compound is Nc1nc2[nH]c(=O)cnc2c(=O)[nH]1. The result is 0 (non-inhibitor). (5) The result is 0 (non-inhibitor). The compound is C[N+](C)(C)c1cc2c(nn1)Nc1ccccc1S2.